Dataset: Full USPTO retrosynthesis dataset with 1.9M reactions from patents (1976-2016). Task: Predict the reactants needed to synthesize the given product. (1) Given the product [CH3:1][C:2]1[N:3]=[C:4]([C:13]2[CH:18]=[CH:17][CH:16]=[CH:15][CH:14]=2)[N:5]2[C:10]=1[CH:9]=[N:8][C:7]([NH:46][CH:40]1[CH2:45][CH2:44][O:30][CH2:42][CH2:41]1)=[N:6]2, predict the reactants needed to synthesize it. The reactants are: [CH3:1][C:2]1[N:3]=[C:4]([C:13]2[CH:18]=[CH:17][CH:16]=[CH:15][CH:14]=2)[N:5]2[C:10]=1[CH:9]=[N:8][C:7](SC)=[N:6]2.CC1N=C(C2C=CC=CC=2)N2C=1C=NC(S(C)(=O)=[O:30])=N2.Cl.[CH:40]1([NH2:46])[CH2:45][CH2:44]C[CH2:42][CH2:41]1.C(N(CC)CC)C. (2) Given the product [Cl:1][C:2]1[CH:7]=[CH:6][C:5]([C:8]2[C:14]3[CH:15]=[C:16]([O:19][CH3:20])[CH:17]=[CH:18][C:13]=3[N:12]3[C:36]([CH3:42])=[N:33][N:34]=[C:11]3[CH:10]([CH2:22][C:23]([NH:25][CH:26]3[CH2:31][CH2:30][CH2:29][CH2:28][CH2:27]3)=[O:24])[N:9]=2)=[CH:4][CH:3]=1, predict the reactants needed to synthesize it. The reactants are: [Cl:1][C:2]1[CH:7]=[CH:6][C:5]([C:8]2[C:14]3[CH:15]=[C:16]([O:19][CH3:20])[CH:17]=[CH:18][C:13]=3[NH:12][C:11](=S)[CH:10]([CH2:22][C:23]([NH:25][CH:26]3[CH2:31][CH2:30][CH2:29][CH2:28][CH2:27]3)=[O:24])[N:9]=2)=[CH:4][CH:3]=1.O.[NH2:33][NH2:34].C[C:36]([CH3:42])(C)C([O-])([O-])[O-].CC1C=CC(S([O-])(=O)=O)=CC=1.C1C=C[NH+]=CC=1. (3) The reactants are: [NH2:1][C:2]1[CH:7]=[CH:6][CH:5]=[C:4]([CH3:8])[N:3]=1.Br[C:10]1[CH:15]=[CH:14][CH:13]=[CH:12][CH:11]=1.CC(C)([O-])C.[Na+]. Given the product [CH3:8][C:4]1[N:3]=[C:2]([NH:1][C:10]2[CH:15]=[CH:14][CH:13]=[CH:12][CH:11]=2)[CH:7]=[CH:6][CH:5]=1, predict the reactants needed to synthesize it. (4) Given the product [Cl:1][C:2]1[CH:3]=[C:4]([C@@H:9]2[CH2:18][CH:17]=[C:16]([CH:19]([CH3:20])[CH3:21])[C:15]3[CH:14]=[C:13]([C:23]([NH2:25])=[O:24])[CH:12]=[CH:11][C:10]2=3)[CH:5]=[CH:6][C:7]=1[Cl:8], predict the reactants needed to synthesize it. The reactants are: [Cl:1][C:2]1[CH:3]=[C:4]([C@@H:9]2[CH2:18][CH2:17][C:16](O)([CH:19]([CH3:21])[CH3:20])[C:15]3[CH:14]=[C:13]([C:23]([NH2:25])=[O:24])[CH:12]=[CH:11][C:10]2=3)[CH:5]=[CH:6][C:7]=1[Cl:8]. (5) Given the product [CH2:1]([O:3][C:4]1[CH:5]=[C:6]([F:37])[C:7]([CH2:8][N:9]2[C:17]3[C:12](=[CH:13][CH:14]=[CH:15][CH:16]=3)[C:11]([C:18]3[N:23]=[C:22]([NH2:24])[C:21]([NH2:25])=[C:20]([NH2:33])[N:19]=3)=[N:10]2)=[C:34]([F:36])[CH:35]=1)[CH3:2], predict the reactants needed to synthesize it. The reactants are: [CH2:1]([O:3][C:4]1[CH:35]=[C:34]([F:36])[C:7]([CH2:8][N:9]2[C:17]3[C:12](=[CH:13][CH:14]=[CH:15][CH:16]=3)[C:11]([C:18]3[N:23]=[C:22]([NH2:24])[C:21](/[N:25]=N/C4C=CC=CC=4)=[C:20]([NH2:33])[N:19]=3)=[N:10]2)=[C:6]([F:37])[CH:5]=1)[CH3:2]. (6) The reactants are: [CH3:1][C:2]1[C:6]([CH2:7][O:8][C:9]2[CH:14]=[CH:13][C:12]([S:15]([NH:18][C:19]3[N:20]=[N:21][C:22]([O:25][CH3:26])=[CH:23][CH:24]=3)(=[O:17])=[O:16])=[CH:11][CH:10]=2)=[C:5]([CH3:27])[O:4][N:3]=1.[CH3:28][C:29](N=C(N(C)C)N(C)C)([CH3:31])[CH3:30].BrCC(C)C. Given the product [CH3:1][C:2]1[C:6]([CH2:7][O:8][C:9]2[CH:10]=[CH:11][C:12]([S:15]([N:18]([CH2:28][CH:29]([CH3:31])[CH3:30])[C:19]3[N:20]=[N:21][C:22]([O:25][CH3:26])=[CH:23][CH:24]=3)(=[O:17])=[O:16])=[CH:13][CH:14]=2)=[C:5]([CH3:27])[O:4][N:3]=1, predict the reactants needed to synthesize it. (7) Given the product [N:1]1([C:7]2[N:12]3[CH:13]=[C:14]([CH:16]=[O:17])[N:15]=[C:11]3[CH:10]=[CH:9][CH:8]=2)[CH2:6][CH2:5][O:4][CH2:3][CH2:2]1, predict the reactants needed to synthesize it. The reactants are: [N:1]1([C:7]2[N:12]3[CH:13]=[C:14]([CH2:16][OH:17])[N:15]=[C:11]3[CH:10]=[CH:9][CH:8]=2)[CH2:6][CH2:5][O:4][CH2:3][CH2:2]1.